This data is from Drug-target binding data from BindingDB using Ki measurements. The task is: Regression. Given a target protein amino acid sequence and a drug SMILES string, predict the binding affinity score between them. We predict pKi (pKi = -log10(Ki in M); higher means stronger inhibition). Dataset: bindingdb_ki. (1) The compound is O=S([O-])O. The target protein sequence is VDSSGTWCYDSQDPKCGPAHWKELAPACGGPTQSPINIDLRLVQRDYTLKPFIFQGYDSAPQDPWVLENDGHTVLLRVNSCQQNCPAIRGAGLPSPEYRLLQLHFHWGSPGHQGSEHSLDEKHGSMEMHMVHMNTKYQSMEDARSQPDGFAILAVLLVEEDRDNTNFSAIVSGLKNLSSPGVAVNLTSTFALASLLPSALRLLRYYRYSGSLTTPGCEPAVLWTVFENTVPIGHAQVVQFQAVLQTGPPGLHPRPLTSNFRPQQPLGGRRISASPEASVRSSVSTLPCLHLALVGLGVGLRLWQGP. The pKi is 5.0. (2) The compound is C[C@@H]1c2nnc(-c3csc(-c4ccc(F)cc4F)n3)n2CCN1C(=O)c1ccc(-c2cccs2)cc1. The target protein sequence is MATLPAAETWIDGGGGVGADAVNLTASLAAGAATGTVETGWLQLLDQAGNLSSSPSALGLPVASPAPSQPRANLTNQFVQPSWRIALWSLAYGVVVAVAVFGNLIVIWIILAHKRMRTVTNYFLVNLAFSDASMAAFNTLVNFIYALHSEWYFGANYCRFQNFFPITAVFASIYSMTAIAVDRYMAIIDPLKPRLSATATKIVIGSIWILAFLLAFPQCLYSKTKVMPGRTLCFVQWPEGPKQHFTYHIIVIILVYCFPLLIMGITYTIVGITLWGGEIPGDTCDKYHEQLKAKRKVVKMMIIVVMTFAICWLPYHIYFILTAIYQQLNRWKYIQQVYLASFWLAMSSTMYNPIIYCCLNKRFRAGFKRAFRWCPFIKVSSYDELELKTTRFHPTRQSSMYTVTRMESMTVMFDPSDADTARSSRKKRATPRDPSFNGCSRRNSKSASTTSSFISSPYTSVDE. The pKi is 8.4.